Dataset: Full USPTO retrosynthesis dataset with 1.9M reactions from patents (1976-2016). Task: Predict the reactants needed to synthesize the given product. Given the product [C:1]([N:4]1[C:13]2[C:8](=[CH:9][C:10]([C:14]3[CH:24]=[CH:23][C:17]([C:18]([OH:20])=[O:19])=[CH:16][CH:15]=3)=[CH:11][CH:12]=2)[C@H:7]([NH:25][C:28]2[CH:33]=[CH:32][C:31]([CH3:34])=[CH:30][N:29]=2)[CH2:6][C@@H:5]1[CH3:26])(=[O:3])[CH3:2], predict the reactants needed to synthesize it. The reactants are: [C:1]([N:4]1[C:13]2[C:8](=[CH:9][C:10]([C:14]3[CH:24]=[CH:23][C:17]([C:18]([O:20]CC)=[O:19])=[CH:16][CH:15]=3)=[CH:11][CH:12]=2)[C@H:7]([NH2:25])[CH2:6][C@@H:5]1[CH3:26])(=[O:3])[CH3:2].Br[C:28]1[CH:33]=[CH:32][C:31]([CH3:34])=[CH:30][N:29]=1.CC(C)([O-])C.[Na+].C1(P(C2CCCCC2)C2C=CC=CC=2C2C(N(C)C)=CC=CC=2)CCCCC1.